From a dataset of Reaction yield outcomes from USPTO patents with 853,638 reactions. Predict the reaction yield, written as a fraction of the theoretical maximum amount of product (1.0 means a 100% yield; for example, 0.34 means a 34% yield). (1) The reactants are F[C:2]1[CH:7]=[CH:6][CH:5]=[CH:4][C:3]=1[F:8].[NH:9]1[CH:13]=[CH:12][N:11]=[CH:10]1.C(=O)([O-])[O-].[K+].[K+]. The catalyst is CS(C)=O. The product is [F:8][C:3]1[CH:4]=[CH:5][CH:6]=[CH:7][C:2]=1[N:9]1[CH:13]=[CH:12][N:11]=[CH:10]1. The yield is 0.0100. (2) The reactants are [Br:1][C:2]1[CH:3]=[C:4]([S:8][C:9]2[N:13]([C:14]3[CH:19]=[CH:18][CH:17]=[CH:16][C:15]=3[Cl:20])[N:12]=[C:11]([C:21]([O:23]CC)=O)[CH:10]=2)[CH:5]=[CH:6][CH:7]=1.[CH3:26][NH2:27].CO. The catalyst is CO. The product is [Br:1][C:2]1[CH:3]=[C:4]([S:8][C:9]2[N:13]([C:14]3[CH:19]=[CH:18][CH:17]=[CH:16][C:15]=3[Cl:20])[N:12]=[C:11]([C:21]([NH:27][CH3:26])=[O:23])[CH:10]=2)[CH:5]=[CH:6][CH:7]=1. The yield is 0.900.